Predict which catalyst facilitates the given reaction. From a dataset of Catalyst prediction with 721,799 reactions and 888 catalyst types from USPTO. (1) Reactant: Cl[C:2]1[N:7]=[C:6]([C:8]2[CH:13]=[CH:12][CH:11]=[C:10]([OH:14])[CH:9]=2)[C:5]([CH2:15][C:16]([O:18][CH3:19])=[O:17])=[C:4]([CH3:20])[N:3]=1.[C:21]1(B(O)O)[CH:26]=[CH:25][CH:24]=[CH:23][CH:22]=1.[CH:30](N(CC)C(C)C)([CH3:32])[CH3:31].[CH3:39][O:40][CH2:41]COC. Product: [CH3:39][O:40][CH2:41][O:14][C:10]1[CH:9]=[C:8]([C:6]2[C:5]([CH:15]([CH2:31][CH2:30][CH3:32])[C:16]([O:18][CH3:19])=[O:17])=[C:4]([CH3:20])[N:3]=[C:2]([C:21]3[CH:26]=[CH:25][CH:24]=[CH:23][CH:22]=3)[N:7]=2)[CH:13]=[CH:12][CH:11]=1. The catalyst class is: 257. (2) Reactant: [C:1]1([C:7]2[CH:8]=[CH:9][C:10]([C:19](=O)[CH3:20])=[N:11][C:12]=2[C:13]2[CH:18]=[CH:17][CH:16]=[CH:15][CH:14]=2)[CH:6]=[CH:5][CH:4]=[CH:3][CH:2]=1.[NH2:22][OH:23].Cl.N1C=CC=CC=1. Product: [C:1]1([C:7]2[CH:8]=[CH:9][C:10]([C:19](=[N:22][OH:23])[CH3:20])=[N:11][C:12]=2[C:13]2[CH:18]=[CH:17][CH:16]=[CH:15][CH:14]=2)[CH:6]=[CH:5][CH:4]=[CH:3][CH:2]=1. The catalyst class is: 14. (3) Reactant: [Br:1][C:2]1[CH:3]=[C:4]2[C:8](=[CH:9][CH:10]=1)[C@@H:7]([N:11]1[C:15]3=[N:16][C:17](Br)=[CH:18][C:19]([CH3:20])=[C:14]3[N:13]=[C:12]1[CH2:22][CH3:23])[CH2:6][CH2:5]2.[C-]#N.[K+].[Cu][C:28]#[N:29].Cl. Product: [Br:1][C:2]1[CH:3]=[C:4]2[C:8](=[CH:9][CH:10]=1)[C@@H:7]([N:11]1[C:15]3=[N:16][C:17]([C:28]#[N:29])=[CH:18][C:19]([CH3:20])=[C:14]3[N:13]=[C:12]1[CH2:22][CH3:23])[CH2:6][CH2:5]2. The catalyst class is: 39. (4) The catalyst class is: 2. Product: [CH:1]1([S:4]([NH:7][C:8]([C@@:10]2([NH:15][C:16]([C@@H:18]3[CH2:22][C@@H:21]([O:23][C:24]4[C:33]5[C:28](=[CH:29][CH:30]=[CH:31][CH:32]=5)[C:27]([O:34][CH3:35])=[CH:26][N:25]=4)[CH2:20][NH:19]3)=[O:17])[CH2:12][C@H:11]2[CH:13]=[CH2:14])=[O:9])(=[O:6])=[O:5])[CH2:2][CH2:3]1. Reactant: [CH:1]1([S:4]([NH:7][C:8]([C@@:10]2([NH:15][C:16]([C@@H:18]3[CH2:22][C@@H:21]([O:23][C:24]4[C:33]5[C:28](=[CH:29][CH:30]=[CH:31][CH:32]=5)[C:27]([O:34][CH3:35])=[CH:26][N:25]=4)[CH2:20][N:19]3C(OC(C)(C)C)=O)=[O:17])[CH2:12][C@H:11]2[CH:13]=[CH2:14])=[O:9])(=[O:6])=[O:5])[CH2:3][CH2:2]1.FC(F)(F)C(O)=O. (5) Reactant: [Cl:1][C:2]1[CH:29]=[C:28]([O:30][CH2:31][CH:32]2[CH2:34][CH2:33]2)[CH:27]=[CH:26][C:3]=1[C:4]([NH:6][C:7]1[CH:24]=C[C:10]([O:11][CH2:12][C@@H:13]([NH:15][C:16](=[O:22])[O:17][C:18]([CH3:21])([CH3:20])[CH3:19])[CH3:14])=[CH:9][C:8]=1O)=[O:5].ClC(Cl)(Cl)C(Cl)(Cl)Cl.C1(P(C2C=CC=CC=2)C2C=CC=CC=2)C=CC=CC=1.C([N:64](CC)CC)C. Product: [Cl:1][C:2]1[CH:29]=[C:28]([O:30][CH2:31][CH:32]2[CH2:33][CH2:34]2)[CH:27]=[CH:26][C:3]=1[C:4]1[O:5][C:8]2[CH:9]=[C:10]([O:11][CH2:12][C@@H:13]([NH:15][C:16](=[O:22])[O:17][C:18]([CH3:20])([CH3:21])[CH3:19])[CH3:14])[N:64]=[CH:24][C:7]=2[N:6]=1. The catalyst class is: 47. (6) Reactant: [Cl:1][C:2]1[CH:7]=[C:6](/[CH:8]=[C:9](\[O-])/[C:10]([O:12][CH2:13][CH3:14])=[O:11])[C:5]([N+:16]([O-])=O)=[CH:4][N:3]=1.[K+]. Product: [Cl:1][C:2]1[CH:7]=[C:6]2[CH:8]=[C:9]([C:10]([O:12][CH2:13][CH3:14])=[O:11])[NH:16][C:5]2=[CH:4][N:3]=1. The catalyst class is: 180. (7) Reactant: [S:1]1[CH:5]=[CH:4][CH:3]=[C:2]1[C:6]1[NH:14][C:9]2=[N:10][CH:11]=[CH:12][CH:13]=[C:8]2[CH:7]=1.C1C=C(Cl)C=C(C(OO)=[O:23])C=1. Product: [S:1]1[CH:5]=[CH:4][CH:3]=[C:2]1[C:6]1[NH:14][C:9]2=[N+:10]([O-:23])[CH:11]=[CH:12][CH:13]=[C:8]2[CH:7]=1. The catalyst class is: 2. (8) Reactant: COC([C@H:5]1[C:10](=[O:11])[CH2:9][C@H:8]([CH2:12][CH2:13][CH3:14])[NH:7][C@@H:6]1[CH2:15][CH2:16][CH3:17])=O.[NH4+].[Cl-]. Product: [CH2:15]([C@@H:6]1[CH2:5][C:10](=[O:11])[CH2:9][C@H:8]([CH2:12][CH2:13][CH3:14])[NH:7]1)[CH2:16][CH3:17]. The catalyst class is: 20. (9) Reactant: [OH:1][CH2:2][C:3]1[CH:12]=[CH:11][C:10]2[C:5](=[CH:6][CH:7]=[CH:8][C:9]=2[N+:13]([O-:15])=[O:14])[N:4]=1.[C:16](OC(=O)C)(=[O:18])[CH3:17].C1(C)C=CC=CC=1.CCCCCC.C(OCC)(=O)C. Product: [C:16]([O:1][CH2:2][C:3]1[CH:12]=[CH:11][C:10]2[C:5](=[CH:6][CH:7]=[CH:8][C:9]=2[N+:13]([O-:15])=[O:14])[N:4]=1)(=[O:18])[CH3:17]. The catalyst class is: 17.